This data is from Full USPTO retrosynthesis dataset with 1.9M reactions from patents (1976-2016). The task is: Predict the reactants needed to synthesize the given product. Given the product [CH3:2][O:3][C:4]1[CH:9]=[C:8]2[C:7](=[CH:6][CH:5]=1)[NH:10][CH:17]=[C:16]2[CH2:15][CH2:14][CH2:13][OH:12], predict the reactants needed to synthesize it. The reactants are: Cl.[CH3:2][O:3][C:4]1[CH:9]=[CH:8][C:7]([NH:10]N)=[CH:6][CH:5]=1.[O:12]1[CH:17]=[CH:16][CH2:15][CH2:14][CH2:13]1.S(=O)(=O)(O)O.